Dataset: Full USPTO retrosynthesis dataset with 1.9M reactions from patents (1976-2016). Task: Predict the reactants needed to synthesize the given product. (1) Given the product [F:1][C:2]([F:13])([F:12])[C:3]1[CH:4]=[C:5]([CH:9]=[CH:10][CH:11]=1)[C:6]([NH:24][CH:21]([CH3:23])[CH3:22])=[O:7], predict the reactants needed to synthesize it. The reactants are: [F:1][C:2]([F:13])([F:12])[C:3]1[CH:4]=[C:5]([CH:9]=[CH:10][CH:11]=1)[C:6](Cl)=[O:7].CCN(CC)CC.[CH:21]([NH2:24])([CH3:23])[CH3:22]. (2) Given the product [CH2:1]([S:8][C:9]1[CH:10]=[C:11]2[C:16](=[CH:17][CH:18]=1)[C:15]([C:24]1[CH:25]=[CH:26][C:21]([Cl:20])=[CH:22][C:23]=1[O:30][CH3:31])=[N:14][CH:13]=[CH:12]2)[C:2]1[CH:7]=[CH:6][CH:5]=[CH:4][CH:3]=1, predict the reactants needed to synthesize it. The reactants are: [CH2:1]([S:8][C:9]1[CH:10]=[C:11]2[C:16](=[CH:17][CH:18]=1)[C:15](Cl)=[N:14][CH:13]=[CH:12]2)[C:2]1[CH:7]=[CH:6][CH:5]=[CH:4][CH:3]=1.[Cl:20][C:21]1[CH:26]=[CH:25][C:24](B(O)O)=[C:23]([O:30][CH3:31])[CH:22]=1.P([O-])([O-])([O-])=O.[K+].[K+].[K+].O1CCOCC1.